This data is from NCI-60 drug combinations with 297,098 pairs across 59 cell lines. The task is: Regression. Given two drug SMILES strings and cell line genomic features, predict the synergy score measuring deviation from expected non-interaction effect. Drug 1: CC12CCC(CC1=CCC3C2CCC4(C3CC=C4C5=CN=CC=C5)C)O. Drug 2: C1CN(P(=O)(OC1)NCCCl)CCCl. Cell line: NCI-H460. Synergy scores: CSS=0.217, Synergy_ZIP=-0.00195, Synergy_Bliss=-1.16, Synergy_Loewe=-4.09, Synergy_HSA=-2.83.